This data is from NCI-60 drug combinations with 297,098 pairs across 59 cell lines. The task is: Regression. Given two drug SMILES strings and cell line genomic features, predict the synergy score measuring deviation from expected non-interaction effect. Drug 1: CN1CCC(CC1)COC2=C(C=C3C(=C2)N=CN=C3NC4=C(C=C(C=C4)Br)F)OC. Drug 2: CCCS(=O)(=O)NC1=C(C(=C(C=C1)F)C(=O)C2=CNC3=C2C=C(C=N3)C4=CC=C(C=C4)Cl)F. Cell line: NCI-H460. Synergy scores: CSS=-6.55, Synergy_ZIP=0.143, Synergy_Bliss=-3.21, Synergy_Loewe=-5.40, Synergy_HSA=-5.48.